From a dataset of Forward reaction prediction with 1.9M reactions from USPTO patents (1976-2016). Predict the product of the given reaction. (1) Given the reactants [F:1][C:2]1[CH:3]=[N:4][C:5]([C:8]([OH:10])=O)=[CH:6][CH:7]=1.C1C=NC2N(O)N=NC=2C=1.CCN=C=NCCCN(C)C.Cl.[C:33]([O:37][C:38]([N:40]1[CH2:45][CH2:44][CH2:43][C@H:42]([C:46](=[NH:49])[NH:47]O)[CH2:41]1)=[O:39])([CH3:36])([CH3:35])[CH3:34], predict the reaction product. The product is: [C:33]([O:37][C:38]([N:40]1[CH2:45][CH2:44][CH2:43][C@H:42]([C:46]2[N:49]=[C:8]([C:5]3[CH:6]=[CH:7][C:2]([F:1])=[CH:3][N:4]=3)[O:10][N:47]=2)[CH2:41]1)=[O:39])([CH3:36])([CH3:34])[CH3:35]. (2) Given the reactants [CH2:1]([N:3]1[CH:7]=[C:6]([B:8]2[O:12][C:11]([CH3:14])([CH3:13])[C:10]([CH3:16])([CH3:15])[O:9]2)[CH:5]=[N:4]1)[CH3:2].Br[C:18]1C=NN(C2CC2)C=1, predict the reaction product. The product is: [CH3:16][C:10]1([CH3:15])[C:11]([CH3:14])([CH3:13])[O:12][B:8]([C:6]2[CH:5]=[N:4][N:3]([CH:1]3[CH2:18][CH2:2]3)[CH:7]=2)[O:9]1.